From a dataset of Choline transporter screen with 302,306 compounds. Binary Classification. Given a drug SMILES string, predict its activity (active/inactive) in a high-throughput screening assay against a specified biological target. (1) The compound is S(c1ccc(NC(=O)NCCN2CCc3c(C2)cccc3)cc1)C. The result is 0 (inactive). (2) The compound is S=C(NC1CCCCC1)NC(=O)c1ccccc1. The result is 0 (inactive). (3) The molecule is O1C(OCc2ccc(cc2)CO)CC(C2CC2)C=C1C(=O)N1CCOCC1. The result is 0 (inactive).